This data is from Catalyst prediction with 721,799 reactions and 888 catalyst types from USPTO. The task is: Predict which catalyst facilitates the given reaction. (1) Reactant: [C:1]1([CH2:7][O:8][C:9](=[O:17])[NH:10][CH2:11][C@H:12]2[CH2:16][CH2:15][NH:14][CH2:13]2)[CH:6]=[CH:5][CH:4]=[CH:3][CH:2]=1.[CH3:18][O:19][C:20]1[CH:29]=[CH:28][C:27]2[C:22](=[C:23]([C@H:30]3[CH2:32][O:31]3)[CH:24]=[CH:25][N:26]=2)[N:21]=1. Product: [C:1]1([CH2:7][O:8][C:9](=[O:17])[NH:10][CH2:11][C@@H:12]2[CH2:16][CH2:15][N:14]([CH2:32][C@@H:30]([OH:31])[C:23]3[C:22]4[C:27](=[CH:28][CH:29]=[C:20]([O:19][CH3:18])[N:21]=4)[N:26]=[CH:25][CH:24]=3)[CH2:13]2)[CH:2]=[CH:3][CH:4]=[CH:5][CH:6]=1. The catalyst class is: 3. (2) Reactant: [Br:1][C:2]1[CH:7]=[CH:6][C:5]([CH:8]([OH:14])[CH2:9][NH:10][CH2:11][CH2:12][OH:13])=[C:4]([F:15])[CH:3]=1.[CH3:16][C:17]([O:20][C:21](O[C:21]([O:20][C:17]([CH3:19])([CH3:18])[CH3:16])=[O:22])=[O:22])([CH3:19])[CH3:18]. Product: [C:17]([O:20][C:21](=[O:22])[N:10]([CH2:9][CH:8]([C:5]1[CH:6]=[CH:7][C:2]([Br:1])=[CH:3][C:4]=1[F:15])[OH:14])[CH2:11][CH2:12][OH:13])([CH3:19])([CH3:18])[CH3:16]. The catalyst class is: 1. (3) Reactant: [C:1]([C:3]1[C:7]([CH3:8])=[N:6][N:5]([CH3:9])[C:4]=1[NH:10][C:11](=O)[C:12]1[CH:17]=[CH:16][CH:15]=[CH:14][C:13]=1[F:18])#[N:2].[OH:20]O.Cl. Product: [F:18][C:13]1[CH:14]=[CH:15][CH:16]=[CH:17][C:12]=1[C:11]1[NH:2][C:1](=[O:20])[C:3]2[C:7]([CH3:8])=[N:6][N:5]([CH3:9])[C:4]=2[N:10]=1. The catalyst class is: 74. (4) Reactant: C([O:3][C:4](=[O:21])[CH:5](P([O:15][CH2:16][C:17]([F:20])([F:19])[F:18])(OCC(F)(F)F)=O)[CH3:6])C.C1OCCOCCOCCOCCOCC[O:24]C1.C[Si](C)(C)[N-][Si](C)(C)C.[K+].[CH:50]([CH:52]([N:56]([CH3:79])[C:57]([CH:59]([NH:64][C:65](=[O:78])[CH:66]([NH:76][CH3:77])[C:67]([CH3:75])([C:69]1[CH:74]=[CH:73][CH:72]=[CH:71][CH:70]=1)[CH3:68])[C:60]([CH3:63])([CH3:62])[CH3:61])=[O:58])[CH:53]([CH3:55])[CH3:54])=O.[Cl-].[NH4+]. Product: [F:18][C:17]([F:20])([F:19])[C:16]([OH:15])=[O:24].[C:52](#[N:56])[CH3:50].[CH3:77][NH:76][C@H:66]([C:65]([NH:64][C@H:59]([C:57]([N:56]([C@@H:52]([CH:53]([CH3:55])[CH3:54])/[CH:50]=[C:5](\[C:4]([OH:3])=[O:21])/[CH3:6])[CH3:79])=[O:58])[C:60]([CH3:61])([CH3:62])[CH3:63])=[O:78])[C:67]([CH3:68])([CH3:75])[C:69]1[CH:74]=[CH:73][CH:72]=[CH:71][CH:70]=1. The catalyst class is: 7. (5) Reactant: C[O:2][C:3]1[CH:4]=[C:5]([CH2:11][C@@H:12]2[C@:21]3([CH3:22])[C@H:16]([C:17]([CH3:24])([CH3:23])[CH2:18][CH2:19][CH2:20]3)[CH2:15][CH2:14][C@@H:13]2[C:25]([OH:27])=[O:26])[CH:6]=[C:7]([O:9]C)[CH:8]=1.B(Br)(Br)Br.CO. Product: [OH:2][C:3]1[CH:4]=[C:5]([CH2:11][C@@H:12]2[C@:21]3([CH3:22])[C@H:16]([C:17]([CH3:23])([CH3:24])[CH2:18][CH2:19][CH2:20]3)[CH2:15][CH2:14][C@@H:13]2[C:25]([OH:27])=[O:26])[CH:6]=[C:7]([OH:9])[CH:8]=1. The catalyst class is: 2.